From a dataset of Peptide-MHC class II binding affinity with 134,281 pairs from IEDB. Regression. Given a peptide amino acid sequence and an MHC pseudo amino acid sequence, predict their binding affinity value. This is MHC class II binding data. The peptide sequence is RDSDDWLNKYSYYPE. The MHC is HLA-DQA10303-DQB10402 with pseudo-sequence HLA-DQA10303-DQB10402. The binding affinity (normalized) is 0.